This data is from Forward reaction prediction with 1.9M reactions from USPTO patents (1976-2016). The task is: Predict the product of the given reaction. (1) Given the reactants [Br:1][C:2]1[C:3]([C@@H:9]([NH:19][C:20](=[O:26])[O:21][C:22]([CH3:25])([CH3:24])[CH3:23])[CH2:10][C:11]2[CH:16]=[C:15]([F:17])[CH:14]=[C:13]([F:18])[CH:12]=2)=[N:4][C:5](Br)=[CH:6][CH:7]=1.Cl.[CH3:28][C:29]1([OH:33])[CH2:32][NH:31][CH2:30]1.C(=O)([O-])[O-].[Cs+].[Cs+].C1(P(C2C=CC=CC=2)C2C=CC3C(=CC=CC=3)C=2C2C3C(=CC=CC=3)C=CC=2P(C2C=CC=CC=2)C2C=CC=CC=2)C=CC=CC=1, predict the reaction product. The product is: [Br:1][C:2]1[C:3]([C@@H:9]([NH:19][C:20](=[O:26])[O:21][C:22]([CH3:25])([CH3:24])[CH3:23])[CH2:10][C:11]2[CH:16]=[C:15]([F:17])[CH:14]=[C:13]([F:18])[CH:12]=2)=[N:4][C:5]([N:31]2[CH2:32][C:29]([OH:33])([CH3:28])[CH2:30]2)=[CH:6][CH:7]=1. (2) Given the reactants [CH3:1][O:2][C:3]1[N:4]=[CH:5][C:6]([CH:9]=O)=[N:7][CH:8]=1.[CH3:11][O:12][C:13]1[CH:14]=[C:15]([CH:17]=[C:18]([O:20][CH3:21])[CH:19]=1)[NH2:16], predict the reaction product. The product is: [CH3:21][O:20][C:18]1[CH:17]=[C:15]([CH:14]=[C:13]([O:12][CH3:11])[CH:19]=1)[N:16]=[CH:9][C:6]1[CH:5]=[N:4][C:3]([O:2][CH3:1])=[CH:8][N:7]=1.